This data is from Forward reaction prediction with 1.9M reactions from USPTO patents (1976-2016). The task is: Predict the product of the given reaction. (1) Given the reactants [Li][CH2:2][CH2:3][CH2:4][CH3:5].[CH2:6]([O:13][S:14](C1CC1)(=[O:16])=[O:15])[C:7]1[CH:12]=[CH:11][CH:10]=[CH:9][CH:8]=1.CI, predict the reaction product. The product is: [CH3:2][C:3]1([S:14]([O:13][CH2:6][C:7]2[CH:8]=[CH:9][CH:10]=[CH:11][CH:12]=2)(=[O:15])=[O:16])[CH2:5][CH2:4]1. (2) The product is: [NH3:19].[Cl:1][C:2]1[CH:3]=[C:4]([C:8]2([CH2:18][NH2:19])[CH2:9][CH2:10][C:11]3([O:12][CH2:13][CH2:14][O:15]3)[CH2:16][CH2:17]2)[CH:5]=[CH:6][CH:7]=1. Given the reactants [Cl:1][C:2]1[CH:3]=[C:4]([C:8]2([C:18]#[N:19])[CH2:17][CH2:16][C:11]3([O:15][CH2:14][CH2:13][O:12]3)[CH2:10][CH2:9]2)[CH:5]=[CH:6][CH:7]=1.[H-].[Al+3].[Li+].[H-].[H-].[H-], predict the reaction product. (3) The product is: [CH3:26][O:25][C:22]1[CH:21]=[CH:20][C:19]([NH:18][C:15]2[N:16]=[N:17][C:12]([CH:10]([NH:9][C:7]([CH:3]3[CH2:2][CH2:6][O:43][CH2:40][CH2:39]3)=[O:8])[CH3:11])=[CH:13][N:14]=2)=[CH:24][CH:23]=1. Given the reactants Br[C:2]1[CH:6]=CS[C:3]=1[C:7]([NH:9][CH:10]([C:12]1[N:17]=[N:16][C:15]([NH:18][C:19]2[CH:24]=[CH:23][C:22]([O:25][CH3:26])=[CH:21][CH:20]=2)=[N:14][CH:13]=1)[CH3:11])=[O:8].NC(C1N=NC(NC2C=C[C:40]([O:43]C)=[CH:39]C=2)=NC=1)C.O1CCC(C(O)=O)CC1, predict the reaction product. (4) Given the reactants [NH:1]1[CH2:8][CH2:7][CH2:6][C@H:2]1[C:3]([OH:5])=[O:4].N1[CH2:17][C@H:15]([OH:16])[CH2:14][C@H:10]1C(O)=O.N[C@H](C(O)=O)CC1C2C(=CC=CC=2)NC=1, predict the reaction product. The product is: [NH2:1][C@H:2]([C:3]([OH:5])=[O:4])[CH2:6][C:7]1[CH:8]=[CH:17][C:15]([OH:16])=[CH:14][CH:10]=1. (5) Given the reactants [CH:1]1([CH2:7][CH2:8][OH:9])[CH2:6][CH2:5][CH2:4][CH2:3][CH2:2]1.[CH:10](OCC)=[CH2:11], predict the reaction product. The product is: [CH:10]([O:9][CH2:8][CH2:7][CH:1]1[CH2:6][CH2:5][CH2:4][CH2:3][CH2:2]1)=[CH2:11]. (6) Given the reactants [C:1](=[O:32])([O:5][CH:6]([N:8]1[C:12]2[CH:13]=[CH:14][CH:15]=[CH:16][C:11]=2[N:10]=[C:9]1[S:17][CH2:18][C:19]1[C:24]([CH3:25])=[C:23]([O:26][CH2:27][C:28]([F:31])([F:30])[F:29])[CH:22]=[CH:21][N:20]=1)[CH3:7])[O:2][CH2:3][CH3:4].ClC1C=C(C=CC=1)C(OO)=[O:38], predict the reaction product. The product is: [C:1](=[O:32])([O:5][CH:6]([N:8]1[C:12]2[CH:13]=[CH:14][CH:15]=[CH:16][C:11]=2[N:10]=[C:9]1[S:17]([CH2:18][C:19]1[C:24]([CH3:25])=[C:23]([O:26][CH2:27][C:28]([F:30])([F:29])[F:31])[CH:22]=[CH:21][N:20]=1)=[O:38])[CH3:7])[O:2][CH2:3][CH3:4]. (7) The product is: [Br:1][C:2]1[CH:7]=[N:6][C:5]2[NH:8][CH2:9][CH2:10][C:11](=[O:12])[N:15]([CH2:16][C:17]3[C:22]([F:23])=[CH:21][CH:20]=[C:19]([F:24])[C:18]=3[Cl:25])[C:4]=2[N:3]=1. Given the reactants [Br:1][C:2]1[N:3]=[C:4]([NH:15][CH2:16][C:17]2[C:22]([F:23])=[CH:21][CH:20]=[C:19]([F:24])[C:18]=2[Cl:25])[C:5]([NH:8][CH2:9][CH2:10][C:11](OC)=[O:12])=[N:6][CH:7]=1, predict the reaction product.